This data is from Forward reaction prediction with 1.9M reactions from USPTO patents (1976-2016). The task is: Predict the product of the given reaction. Given the reactants [CH:1]1([NH:4][C:5](=[O:33])[C:6]2[CH:11]=[CH:10][C:9]([C:12]3[N:17]=[C:16]4[N:18]([CH2:21][C:22]5[CH:23]=[C:24]6[C:29](=[CH:30][CH:31]=5)[N:28]=[CH:27][CH:26]=[CH:25]6)[N:19]=[N:20][C:15]4=[CH:14][CH:13]=3)=[CH:8][C:7]=2[F:32])[CH2:3][CH2:2]1.ClC1C=CC=C(C(OO)=[O:42])C=1, predict the reaction product. The product is: [CH:1]1([NH:4][C:5]([C:6]2[CH:11]=[CH:10][C:9]([C:12]3[N:17]=[C:16]4[N:18]([CH2:21][C:22]5[CH:23]=[C:24]6[C:29](=[CH:30][CH:31]=5)[N+:28]([O-:42])=[CH:27][CH:26]=[CH:25]6)[N:19]=[N:20][C:15]4=[CH:14][CH:13]=3)=[CH:8][C:7]=2[F:32])=[O:33])[CH2:2][CH2:3]1.